This data is from Reaction yield outcomes from USPTO patents with 853,638 reactions. The task is: Predict the reaction yield, written as a fraction of the theoretical maximum amount of product (1.0 means a 100% yield; for example, 0.34 means a 34% yield). (1) The reactants are [CH3:1][O:2][C:3]1[CH:4]=[C:5]([CH:10]=[C:11]([O:14][CH3:15])[C:12]=1[OH:13])[CH:6]=[CH:7][CH:8]=O.[C:16]([CH2:18][C:19]([N-:21][CH2:22][CH2:23][CH2:24][C:25]1[CH:30]=[CH:29][CH:28]=[CH:27][CH:26]=1)=[O:20])#[N:17]. No catalyst specified. The product is [C:25]1([CH2:24][CH2:23][CH2:22][NH:21][C:19](/[C:18](=[CH:8]/[CH:7]=[CH:6]/[C:5]2[CH:4]=[C:3]([O:2][CH3:1])[C:12]([OH:13])=[C:11]([O:14][CH3:15])[CH:10]=2)/[C:16]#[N:17])=[O:20])[CH:30]=[CH:29][CH:28]=[CH:27][CH:26]=1. The yield is 0.900. (2) The reactants are [Cl:1][C:2]1[C:3]([O:12][C:13]2[CH:18]=[C:17]([OH:19])[CH:16]=[CH:15][C:14]=2[CH2:20][CH2:21][C:22]([O:24][CH2:25][CH3:26])=[O:23])=[N:4][CH:5]=[C:6]([C:8]([F:11])([F:10])[F:9])[CH:7]=1.[CH:27]([O:30][CH2:31][CH2:32]O)([CH3:29])[CH3:28].C(P(CCCC)CCCC)CCC.N(C(N1CCCCC1)=O)=NC(N1CCCCC1)=O. The catalyst is O1CCCC1. The product is [Cl:1][C:2]1[C:3]([O:12][C:13]2[CH:18]=[C:17]([O:19][CH2:32][CH2:31][O:30][CH:27]([CH3:29])[CH3:28])[CH:16]=[CH:15][C:14]=2[CH2:20][CH2:21][C:22]([O:24][CH2:25][CH3:26])=[O:23])=[N:4][CH:5]=[C:6]([C:8]([F:9])([F:11])[F:10])[CH:7]=1. The yield is 0.750. (3) The reactants are [H-].[Na+].[O:3]1[CH2:7][CH2:6][CH2:5][CH2:4]1.C(O)[C:9]1[O:13][CH:12]=[CH:11][CH:10]=1.C(Br)C#C. The catalyst is O.CN(C)C=O. The product is [CH2:12]([O:13][CH2:9][C:4]1[O:3][CH:7]=[CH:6][CH:5]=1)[C:11]#[CH:10]. The yield is 0.320. (4) The product is [CH:25]12[N:24]([C:12]3[CH:13]=[C:14]([N:16]4[CH:21]5[CH2:22][CH2:23][CH:17]4[CH2:18][O:19][CH2:20]5)[N:15]=[C:10]([C:7]4[CH:6]=[CH:5][C:4]([NH2:1])=[CH:9][CH:8]=4)[N:11]=3)[CH:29]([CH2:30][CH2:31]1)[CH2:28][O:27][CH2:26]2. The reactants are [N+:1]([C:4]1[CH:9]=[CH:8][C:7]([C:10]2[N:15]=[C:14]([N:16]3[CH:21]4[CH2:22][CH2:23][CH:17]3[CH2:18][O:19][CH2:20]4)[CH:13]=[C:12]([N:24]3[CH:29]4[CH2:30][CH2:31][CH:25]3[CH2:26][O:27][CH2:28]4)[N:11]=2)=[CH:6][CH:5]=1)([O-])=O. The yield is 0.860. The catalyst is CC(O)C.ClCCl.[Pd]. (5) The reactants are II.Br[CH2:4][CH2:5][CH2:6][CH2:7][CH2:8][CH2:9][O:10][CH2:11][C:12]1([CH2:16][CH3:17])[CH2:15][O:14][CH2:13]1.[Br:18][C:19]1[CH:24]=[CH:23][C:22](I)=[CH:21][CH:20]=1.[NH4+].[Cl-]. The catalyst is CC(N(C)C)=O.[Zn].C1C=CC(P(C2C=CC=CC=2)[C-]2C=CC=C2)=CC=1.C1C=CC(P(C2C=CC=CC=2)[C-]2C=CC=C2)=CC=1.Cl[Pd]Cl.[Fe+2].C1COCC1. The product is [Br:18][C:19]1[CH:24]=[CH:23][C:22]([CH2:4][CH2:5][CH2:6][CH2:7][CH2:8][CH2:9][O:10][CH2:11][C:12]2([CH2:16][CH3:17])[CH2:15][O:14][CH2:13]2)=[CH:21][CH:20]=1. The yield is 0.410. (6) The catalyst is C(O)C.C(OCC)(=O)C.[Cl-].[Na+]. The product is [OH:26][C:28]1([CH2:27][O:1][C:2]2[C:7]3[C:8]([O:11][CH2:12][CH:13]4[CH2:14][CH2:15][N:16]([C:19]([O:21][C:22]([CH3:25])([CH3:24])[CH3:23])=[O:20])[CH2:17][CH2:18]4)=[N:9][O:10][C:6]=3[CH:5]=[CH:4][CH:3]=2)[CH2:32][CH2:31][CH2:30][CH2:29]1. The reactants are [OH:1][C:2]1[C:7]2[C:8]([O:11][CH2:12][CH:13]3[CH2:18][CH2:17][N:16]([C:19]([O:21][C:22]([CH3:25])([CH3:24])[CH3:23])=[O:20])[CH2:15][CH2:14]3)=[N:9][O:10][C:6]=2[CH:5]=[CH:4][CH:3]=1.[O:26]1[C:28]2([CH2:32][CH2:31][CH2:30][CH2:29]2)[CH2:27]1.C(=O)([O-])[O-].[K+].[K+]. The yield is 0.740.